This data is from Catalyst prediction with 721,799 reactions and 888 catalyst types from USPTO. The task is: Predict which catalyst facilitates the given reaction. (1) Reactant: Cl.[CH2:2]([O:9][C:10]1[CH:16]=[CH:15][C:13](N)=[CH:12][CH:11]=1)[C:3]1[CH:8]=[CH:7][CH:6]=[CH:5][CH:4]=1.CC[N:19]([CH:23](C)C)C(C)C.ClC(Cl)([O:29]C(=O)OC(Cl)(Cl)Cl)Cl.[N:38]1[CH:43]=[CH:42][CH:41]=[C:40]([C:44]2[CH2:48][CH:47]([C:49]3[CH:54]=[CH:53][CH:52]=[CH:51][C:50]=3[OH:55])[NH:46][N:45]=2)[CH:39]=1. Product: [CH2:2]([O:9][C:10]1[CH:16]=[CH:15][CH:13]=[CH:12][C:11]=1[NH:19][C:23]([N:46]1[CH:47]([C:49]2[CH:54]=[CH:53][CH:52]=[CH:51][C:50]=2[OH:55])[CH2:48][C:44]([C:40]2[CH:39]=[N:38][CH:43]=[CH:42][CH:41]=2)=[N:45]1)=[O:29])[C:3]1[CH:8]=[CH:7][CH:6]=[CH:5][CH:4]=1. The catalyst class is: 825. (2) Reactant: [CH2:1]([N:3]=[C:4]=[O:5])[CH3:2].[CH2:6]([N:13]1[CH2:18][CH2:17][CH:16]([N:19]2[CH2:23][C:22]3=[CH:24][N:25]=[C:26]([CH2:27][OH:28])[N:21]3[C:20]2=[O:29])[CH2:15][CH2:14]1)[C:7]1[CH:12]=[CH:11][CH:10]=[CH:9][CH:8]=1. Product: [CH2:1]([NH:3][C:4](=[O:5])[O:28][CH2:27][C:26]1[N:21]2[C:20](=[O:29])[N:19]([CH:16]3[CH2:17][CH2:18][N:13]([CH2:6][C:7]4[CH:8]=[CH:9][CH:10]=[CH:11][CH:12]=4)[CH2:14][CH2:15]3)[CH2:23][C:22]2=[CH:24][N:25]=1)[CH3:2]. The catalyst class is: 1. (3) Reactant: [Si]([O:8][C:9]1[CH:14]=[C:13]([CH3:15])[C:12]([C:16]2[CH:21]=[CH:20][CH:19]=[C:18]([CH2:22][O:23][C:24]3[CH:29]=[CH:28][C:27]([CH2:30][CH2:31][C:32]([O:34][C:35]([CH3:38])([CH3:37])[CH3:36])=[O:33])=[CH:26][CH:25]=3)[CH:17]=2)=[C:11]([CH3:39])[CH:10]=1)(C(C)(C)C)(C)C.[F-].C([N+](CCCC)(CCCC)CCCC)CCC. Product: [OH:8][C:9]1[CH:10]=[C:11]([CH3:39])[C:12]([C:16]2[CH:21]=[CH:20][CH:19]=[C:18]([CH2:22][O:23][C:24]3[CH:29]=[CH:28][C:27]([CH2:30][CH2:31][C:32]([O:34][C:35]([CH3:37])([CH3:36])[CH3:38])=[O:33])=[CH:26][CH:25]=3)[CH:17]=2)=[C:13]([CH3:15])[CH:14]=1. The catalyst class is: 7. (4) Reactant: [Br:1][C:2]1[CH:3]=[CH:4][C:5]([O:10][C:11]([F:14])([F:13])[F:12])=[C:6]([CH:9]=1)[CH:7]=O.C(O)C.Cl.[NH2:19][OH:20]. Product: [Br:1][C:2]1[CH:3]=[CH:4][C:5]([O:10][C:11]([F:14])([F:13])[F:12])=[C:6]([CH:9]=1)[CH:7]=[N:19][OH:20]. The catalyst class is: 6. (5) Reactant: C[O:2][C:3](=O)[CH:4]([CH3:18])[CH2:5][NH:6][C:7]1[C:12]([N+:13]([O-])=O)=[CH:11][CH:10]=[C:9]([O:16][CH3:17])[N:8]=1.C(O)(=O)C.C(=O)([O-])O.[Na+]. The catalyst class is: 186. Product: [CH3:17][O:16][C:9]1[CH:10]=[CH:11][C:12]2[NH:13][C:3](=[O:2])[CH:4]([CH3:18])[CH2:5][NH:6][C:7]=2[N:8]=1. (6) Reactant: [NH2:1][C:2]1[N:7]=[CH:6][N:5]=[C:4]([NH:8][C@H:9]([C:11]2[N:16]([C:17]3[CH:22]=[CH:21][CH:20]=[CH:19][CH:18]=3)[C:15](=[O:23])[C:14]3=[C:24]([CH3:27])[CH:25]=[CH:26][N:13]3[N:12]=2)[CH3:10])[C:3]=1Br.[CH3:29][O:30][C:31]1[CH:36]=[C:35](B(O)O)[CH:34]=[C:33]([C:40]([F:43])([F:42])[F:41])[N:32]=1.C(=O)([O-])[O-].[Cs+].[Cs+]. Product: [NH2:1][C:2]1[N:7]=[CH:6][N:5]=[C:4]([NH:8][C@H:9]([C:11]2[N:16]([C:17]3[CH:22]=[CH:21][CH:20]=[CH:19][CH:18]=3)[C:15](=[O:23])[C:14]3=[C:24]([CH3:27])[CH:25]=[CH:26][N:13]3[N:12]=2)[CH3:10])[C:3]=1[C:35]1[CH:34]=[C:33]([C:40]([F:42])([F:43])[F:41])[N:32]=[C:31]([O:30][CH3:29])[CH:36]=1. The catalyst class is: 155.